This data is from Forward reaction prediction with 1.9M reactions from USPTO patents (1976-2016). The task is: Predict the product of the given reaction. (1) The product is: [F:1][C:2]1[C:10]([N+:11]([O-:13])=[O:12])=[CH:9][C:8]([F:14])=[CH:7][C:3]=1[C:4]([O:6][CH3:15])=[O:5]. Given the reactants [F:1][C:2]1[C:10]([N+:11]([O-:13])=[O:12])=[CH:9][C:8]([F:14])=[CH:7][C:3]=1[C:4]([OH:6])=[O:5].[CH3:15][Si](Cl)(C)C, predict the reaction product. (2) Given the reactants [CH3:1][C:2]1[N:7]2[N:8]=[C:9]([CH2:11][CH2:12][C:13]3[NH:14][CH:15]=[C:16]([C:18]4[S:19][CH:20]=[CH:21][CH:22]=4)[N:17]=3)[N:10]=[C:6]2[CH:5]=[CH:4][CH:3]=1.[CH2:23]([C@@H:25]1[O:27][CH2:26]1)[Cl:24], predict the reaction product. The product is: [Cl:24][CH2:23][C@H:25]([OH:27])[CH2:26][N:14]1[CH:15]=[C:16]([C:18]2[S:19][CH:20]=[CH:21][CH:22]=2)[N:17]=[C:13]1[CH2:12][CH2:11][C:9]1[N:10]=[C:6]2[CH:5]=[CH:4][CH:3]=[C:2]([CH3:1])[N:7]2[N:8]=1. (3) Given the reactants [Cl:1][C:2]1[CH:3]=[C:4]2[C:8](=[C:9]([F:11])[CH:10]=1)[NH:7][C:6]([C:12]1[CH:13]=[N:14][CH:15]=[CH:16][CH:17]=1)=[CH:5]2.[H-].[Na+].I[CH3:21].O, predict the reaction product. The product is: [Cl:1][C:2]1[CH:3]=[C:4]2[C:8](=[C:9]([F:11])[CH:10]=1)[N:7]([CH3:21])[C:6]([C:12]1[CH:13]=[N:14][CH:15]=[CH:16][CH:17]=1)=[CH:5]2. (4) Given the reactants [CH3:1][O:2][C:3]1[CH:8]=[C:7]([O:9][CH2:10][C:11]2[CH:12]=[N:13][CH:14]=[CH:15][CH:16]=2)[CH:6]=[CH:5][C:4]=1[CH:17]=[CH:18][C:19](=[O:24])[CH2:20][C:21](=[O:23])[CH3:22].[B]=O.[NH:27]1[C:35]2[C:30](=[CH:31][CH:32]=[CH:33][C:34]=2[CH:36]=O)[CH:29]=[CH:28]1.B(OC(C)C)(OC(C)C)OC(C)C.N1CCCCC1.Cl.C(=O)(O)[O-].[Na+], predict the reaction product. The product is: [NH:27]1[C:35]2[C:30](=[CH:31][CH:32]=[CH:33][C:34]=2/[CH:36]=[CH:22]/[C:21](=[O:23])[CH2:20][C:19](=[O:24])/[CH:18]=[CH:17]/[C:4]2[CH:5]=[CH:6][C:7]([O:9][CH2:10][C:11]3[CH:12]=[N:13][CH:14]=[CH:15][CH:16]=3)=[CH:8][C:3]=2[O:2][CH3:1])[CH:29]=[CH:28]1.